Dataset: Peptide-MHC class I binding affinity with 185,985 pairs from IEDB/IMGT. Task: Regression. Given a peptide amino acid sequence and an MHC pseudo amino acid sequence, predict their binding affinity value. This is MHC class I binding data. (1) The peptide sequence is KSRCGSLGY. The MHC is HLA-A03:01 with pseudo-sequence HLA-A03:01. The binding affinity (normalized) is 0.547. (2) The peptide sequence is NSSKVSQNY. The MHC is HLA-B27:05 with pseudo-sequence HLA-B27:05. The binding affinity (normalized) is 0.0847. (3) The peptide sequence is AVFKDSFLR. The MHC is HLA-A03:01 with pseudo-sequence HLA-A03:01. The binding affinity (normalized) is 0.743. (4) The peptide sequence is KEAYCQEFLL. The MHC is HLA-B40:02 with pseudo-sequence HLA-B40:02. The binding affinity (normalized) is 0.675. (5) The peptide sequence is VVLQQHNIVH. The MHC is HLA-A33:01 with pseudo-sequence HLA-A33:01. The binding affinity (normalized) is 0.0528. (6) The MHC is HLA-A29:02 with pseudo-sequence HLA-A29:02. The peptide sequence is KSAFYQSYL. The binding affinity (normalized) is 0.0847.